Dataset: CYP2C9 inhibition data for predicting drug metabolism from PubChem BioAssay. Task: Regression/Classification. Given a drug SMILES string, predict its absorption, distribution, metabolism, or excretion properties. Task type varies by dataset: regression for continuous measurements (e.g., permeability, clearance, half-life) or binary classification for categorical outcomes (e.g., BBB penetration, CYP inhibition). Dataset: cyp2c9_veith. (1) The compound is O=C(c1ccc(Cl)c(Cl)c1)c1cc(-c2ccccn2)c(N2CCOCC2)s1. The result is 1 (inhibitor). (2) The drug is COc1ccc(/C=C/c2ccncc2)cc1. The result is 1 (inhibitor).